This data is from Forward reaction prediction with 1.9M reactions from USPTO patents (1976-2016). The task is: Predict the product of the given reaction. (1) Given the reactants F[C:2]1[CH:3]=[CH:4][C:5]([N+:10]([O-:12])=[O:11])=[C:6]([O:8][CH3:9])[CH:7]=1.[NH:13]1[CH2:18][CH2:17][NH:16][CH2:15][CH:14]1[CH2:19][OH:20].C(N(CC)C(C)C)(C)C.[C:30](OC(=O)C)(=[O:32])[CH3:31], predict the reaction product. The product is: [OH:20][CH2:19][CH:14]1[CH2:15][N:16]([C:2]2[CH:3]=[CH:4][C:5]([N+:10]([O-:12])=[O:11])=[C:6]([O:8][CH3:9])[CH:7]=2)[CH2:17][CH2:18][N:13]1[C:30](=[O:32])[CH3:31]. (2) Given the reactants Cl[C:2]1[C:7]2[C:8](=[O:22])[N:9]([CH2:11][C:12]3[CH:17]=[CH:16][C:15]([O:18][CH3:19])=[CH:14][C:13]=3[O:20][CH3:21])[CH2:10][C:6]=2[C:5]([F:23])=[C:4]([NH:24][C@H:25]([CH2:29][CH:30]([CH3:32])[CH3:31])[C:26]([NH2:28])=[O:27])[N:3]=1.C([Sn](CCCC)(CCCC)[C:38]1[O:39][CH:40]=[CH:41][CH:42]=1)CCC, predict the reaction product. The product is: [CH3:21][O:20][C:13]1[CH:14]=[C:15]([O:18][CH3:19])[CH:16]=[CH:17][C:12]=1[CH2:11][N:9]1[CH2:10][C:6]2[C:5]([F:23])=[C:4]([NH:24][C@H:25]([CH2:29][CH:30]([CH3:32])[CH3:31])[C:26]([NH2:28])=[O:27])[N:3]=[C:2]([C:38]3[O:39][CH:40]=[CH:41][CH:42]=3)[C:7]=2[C:8]1=[O:22]. (3) Given the reactants [NH2:1][C:2]1[CH:3]=[CH:4][C:5]([CH3:22])=[C:6]([C:8]2[CH:9]=[C:10]([C:16]3[CH2:17][CH2:18][O:19][CH2:20][CH:21]=3)[C:11](=[O:15])[N:12]([CH3:14])[N:13]=2)[CH:7]=1, predict the reaction product. The product is: [NH2:1][C:2]1[CH:3]=[CH:4][C:5]([CH3:22])=[C:6]([C:8]2[CH:9]=[C:10]([CH:16]3[CH2:17][CH2:18][O:19][CH2:20][CH2:21]3)[C:11](=[O:15])[N:12]([CH3:14])[N:13]=2)[CH:7]=1. (4) Given the reactants [F:1][C:2]1[CH:3]=[CH:4][C:5]2[N:9]=[C:8]([C@@H:10]([NH2:13])[CH2:11][CH3:12])[N:7]([C:14]3[CH:19]=[CH:18][CH:17]=[CH:16][N:15]=3)[C:6]=2[CH:20]=1.Cl[C:22]1[N:30]=[CH:29][N:28]=[C:27]2[C:23]=1[N:24]=[CH:25][N:26]2C1CCCCO1.CCN(C(C)C)C(C)C, predict the reaction product. The product is: [F:1][C:2]1[CH:3]=[CH:4][C:5]2[N:9]=[C:8]([C@@H:10]([NH:13][C:22]3[N:30]=[CH:29][N:28]=[C:27]4[C:23]=3[N:24]=[CH:25][NH:26]4)[CH2:11][CH3:12])[N:7]([C:14]3[CH:19]=[CH:18][CH:17]=[CH:16][N:15]=3)[C:6]=2[CH:20]=1. (5) Given the reactants C([N-]C(C)C)(C)C.[Li+].[C:9]([O:13][C:14]([CH2:16][NH:17][CH2:18][C:19]([O:21][CH2:22][CH3:23])=[O:20])=[O:15])([CH3:12])([CH3:11])[CH3:10].[N+:24]([C:27]1[CH:34]=[CH:33][CH:32]=[CH:31][C:28]=1[CH:29]=[O:30])([O-:26])=[O:25].[CH3:35][Si:36](Cl)([CH3:38])[CH3:37], predict the reaction product. The product is: [C:9]([O:13][C:14]([CH2:16][NH:17][CH:18]([CH:29]([C:28]1[CH:31]=[CH:32][CH:33]=[CH:34][C:27]=1[N+:24]([O-:26])=[O:25])[O:30][Si:36]([CH3:38])([CH3:37])[CH3:35])[C:19]([O:21][CH2:22][CH3:23])=[O:20])=[O:15])([CH3:12])([CH3:11])[CH3:10]. (6) Given the reactants [NH2:1][C:2]1[C:3]([CH3:8])=[CH:4][CH:5]=[CH:6][CH:7]=1.N1[CH:14]=[CH:13][CH:12]=[CH:11][CH:10]=1.O1CCCC1.C(Cl)(=O)CCCC, predict the reaction product. The product is: [CH2:11]([C:10]1[NH:1][C:2]2[C:3]([CH:8]=1)=[CH:4][CH:5]=[CH:6][CH:7]=2)[CH2:12][CH2:13][CH3:14]. (7) Given the reactants [NH4+].[Cl-].[Br:3][C:4]1[O:12][C:11]2[CH:10]=[CH:9][N:8]([C:13]3[CH:18]=[CH:17][C:16]([N+:19]([O-])=O)=[C:15]([CH3:22])[CH:14]=3)[C:7](=[O:23])[C:6]=2[CH:5]=1, predict the reaction product. The product is: [NH2:19][C:16]1[CH:17]=[CH:18][C:13]([N:8]2[CH:9]=[CH:10][C:11]3[O:12][C:4]([Br:3])=[CH:5][C:6]=3[C:7]2=[O:23])=[CH:14][C:15]=1[CH3:22].